This data is from TCR-epitope binding with 47,182 pairs between 192 epitopes and 23,139 TCRs. The task is: Binary Classification. Given a T-cell receptor sequence (or CDR3 region) and an epitope sequence, predict whether binding occurs between them. (1) The epitope is SFHSLHLLF. The TCR CDR3 sequence is CASSYDGSSYNEQFF. Result: 0 (the TCR does not bind to the epitope). (2) The epitope is VLWAHGFEL. The TCR CDR3 sequence is CASGGRQRGTQYF. Result: 1 (the TCR binds to the epitope).